Dataset: Forward reaction prediction with 1.9M reactions from USPTO patents (1976-2016). Task: Predict the product of the given reaction. (1) The product is: [CH:1]1([C:4]2[O:8][N:7]=[C:6]([C:9]3[C:10]([Cl:16])=[CH:11][CH:12]=[CH:13][C:14]=3[Cl:15])[C:5]=2[CH2:17][OH:18])[CH2:3][CH2:2]1. Given the reactants [CH:1]1([C:4]2[O:8][N:7]=[C:6]([C:9]3[C:14]([Cl:15])=[CH:13][CH:12]=[CH:11][C:10]=3[Cl:16])[C:5]=2[C:17](OCC)=[O:18])[CH2:3][CH2:2]1.[H-].C([Al+]CC(C)C)C(C)C, predict the reaction product. (2) Given the reactants CS[C:3]1[S:4][CH2:5][C:6](=[O:8])[N:7]=1.[CH2:9]([NH:12][CH3:13])[CH:10]=[CH2:11], predict the reaction product. The product is: [CH2:9]([N:12]([CH3:13])[C:3]1[S:4][CH2:5][C:6](=[O:8])[N:7]=1)[CH:10]=[CH2:11]. (3) Given the reactants [CH2:1]([N:8]([CH3:19])[CH:9]1[CH2:18][CH2:17][C:12]2(OCC[O:13]2)[CH2:11][CH2:10]1)[C:2]1[CH:7]=[CH:6][CH:5]=[CH:4][CH:3]=1.Cl, predict the reaction product. The product is: [CH2:1]([N:8]([CH3:19])[CH:9]1[CH2:18][CH2:17][C:12](=[O:13])[CH2:11][CH2:10]1)[C:2]1[CH:7]=[CH:6][CH:5]=[CH:4][CH:3]=1. (4) Given the reactants [NH2:1][C:2]1[CH:7]=[CH:6][C:5]([F:8])=[CH:4][C:3]=1[NH:9][C:10]1[C:18]2[O:17][CH2:16][CH:15]([N:19]([C:34](=[O:39])[C:35]([F:38])([F:37])[F:36])[C:20]3[CH:33]=[CH:32][C:23]4[C@H:24]([CH2:27][C:28]([O:30][CH3:31])=[O:29])[CH2:25][O:26][C:22]=4[CH:21]=3)[C:14]=2[CH:13]=[CH:12][CH:11]=1.[C:40](OC(=O)C)(=O)[CH3:41], predict the reaction product. The product is: [F:8][C:5]1[CH:6]=[CH:7][C:2]2[N:1]=[C:40]([CH3:41])[N:9]([C:10]3[C:18]4[O:17][CH2:16][CH:15]([N:19]([C:34](=[O:39])[C:35]([F:37])([F:38])[F:36])[C:20]5[CH:33]=[CH:32][C:23]6[C@H:24]([CH2:27][C:28]([O:30][CH3:31])=[O:29])[CH2:25][O:26][C:22]=6[CH:21]=5)[C:14]=4[CH:13]=[CH:12][CH:11]=3)[C:3]=2[CH:4]=1.